From a dataset of Reaction yield outcomes from USPTO patents with 853,638 reactions. Predict the reaction yield, written as a fraction of the theoretical maximum amount of product (1.0 means a 100% yield; for example, 0.34 means a 34% yield). (1) The reactants are C([O:4][C:5]1[CH:6]=[C:7]2[C:12](=[CH:13][C:14]=1[O:15][CH3:16])[N:11]=[CH:10][N:9]=[C:8]2Cl)(=O)C.[Cl:18][C:19]1[C:20]([F:26])=[C:21]([CH:23]=[CH:24][CH:25]=1)[NH2:22].Cl.N. The catalyst is C(#N)C. The product is [Cl:18][C:19]1[C:20]([F:26])=[C:21]([CH:23]=[CH:24][CH:25]=1)[NH:22][C:8]1[C:7]2[C:12](=[CH:13][C:14]([O:15][CH3:16])=[C:5]([OH:4])[CH:6]=2)[N:11]=[CH:10][N:9]=1. The yield is 0.950. (2) The reactants are N[C@H:2]([CH:6]1[CH2:11][CH2:10][CH2:9][CH2:8][CH2:7]1)[C:3]([OH:5])=[O:4].[BrH:12].N([O-])=O.[Na+]. The catalyst is O. The product is [Br:12][C@H:2]([CH:6]1[CH2:11][CH2:10][CH2:9][CH2:8][CH2:7]1)[C:3]([OH:5])=[O:4]. The yield is 0.920. (3) The reactants are [Cl:1][C:2]1[CH:3]=[C:4]([C@H:9]([CH2:20][CH2:21][N:22]2[CH2:25][CH:24]([N:26]3[CH2:31][CH2:30][S:29][CH2:28][CH2:27]3)[CH2:23]2)[CH2:10][N:11](C)[C:12](=O)OC(C)(C)C)[CH:5]=[CH:6][C:7]=1[Cl:8].[ClH:32]. The catalyst is CCOCC. The product is [ClH:1].[ClH:32].[Cl:1][C:2]1[CH:3]=[C:4]([C@H:9]([CH2:20][CH2:21][N:22]2[CH2:23][CH:24]([N:26]3[CH2:27][CH2:28][S:29][CH2:30][CH2:31]3)[CH2:25]2)[CH2:10][NH:11][CH3:12])[CH:5]=[CH:6][C:7]=1[Cl:8]. The yield is 1.00. (4) The product is [Cl:31][C:20]1[C:21]([F:30])=[C:22]([C:24]2([C:26]([F:29])([F:28])[F:27])[O:1][N:2]=[C:3]([C:4]3[CH:15]=[CH:14][C:7]4[B:8]([OH:13])[O:9][C:10]([CH3:12])([CH3:11])[C:6]=4[CH:5]=3)[CH2:25]2)[CH:23]=[C:18]([Cl:17])[C:19]=1[F:32]. The yield is 0.214. The catalyst is CN(C=O)C. The reactants are [OH:1][N:2]=[C:3](Cl)[C:4]1[CH:15]=[CH:14][C:7]2[B:8]([OH:13])[O:9][C:10]([CH3:12])([CH3:11])[C:6]=2[CH:5]=1.[Cl:17][C:18]1[CH:23]=[C:22]([C:24]([C:26]([F:29])([F:28])[F:27])=[CH2:25])[C:21]([F:30])=[C:20]([Cl:31])[C:19]=1[F:32]. (5) The reactants are [CH2:1]([C:4]1([S:7](Cl)(=[O:9])=[O:8])[CH2:6][CH2:5]1)[CH:2]=[CH2:3].[C:11]([O:15][C:16]([N:18]1[C:22]2=[C:23]([NH2:38])[C:24]([NH:29][C:30]3[CH:35]=[CH:34][C:33]([Br:36])=[CH:32][C:31]=3[F:37])=[C:25]([CH3:28])[C:26](=[O:27])[N:21]2[CH2:20][CH2:19]1)=[O:17])([CH3:14])([CH3:13])[CH3:12].C(OC(=O)C)C. The catalyst is N1C=CC=CC=1. The product is [C:11]([O:15][C:16]([N:18]1[C:22]2=[C:23]([NH:38][S:7]([C:4]3([CH2:1][CH:2]=[CH2:3])[CH2:6][CH2:5]3)(=[O:9])=[O:8])[C:24]([NH:29][C:30]3[CH:35]=[CH:34][C:33]([Br:36])=[CH:32][C:31]=3[F:37])=[C:25]([CH3:28])[C:26](=[O:27])[N:21]2[CH2:20][CH2:19]1)=[O:17])([CH3:12])([CH3:13])[CH3:14]. The yield is 0.606. (6) The reactants are I[C:2]1[CH:7]=[CH:6][C:5]([N:8]2[CH2:13][CH2:12][CH2:11][CH:10]([OH:14])[CH2:9]2)=[CH:4][CH:3]=1.[NH:15]1[CH:19]=[N:18][CH:17]=[N:16]1.CN[C@@H]1CCCC[C@H]1NC.[O-]P([O-])([O-])=O.[K+].[K+].[K+]. The catalyst is CN(C=O)C.[Cu]I. The product is [N:15]1([C:2]2[CH:7]=[CH:6][C:5]([N:8]3[CH2:13][CH2:12][CH2:11][CH:10]([OH:14])[CH2:9]3)=[CH:4][CH:3]=2)[CH:19]=[N:18][CH:17]=[N:16]1. The yield is 0.611. (7) The reactants are C[O:2][CH:3]([C:6]1[C:14]2[C:9](=[CH:10][C:11]([C:15]3[CH:20]=[CH:19][C:18]([O:21][CH2:22][O:23][CH2:24][CH2:25][Si:26]([CH3:29])([CH3:28])[CH3:27])=[CH:17][C:16]=3[O:30][CH3:31])=[CH:12][CH:13]=2)[N:8]([CH2:32][O:33][CH2:34][CH2:35][Si:36]([CH3:39])([CH3:38])[CH3:37])[N:7]=1)OC. The catalyst is C(O)(C(F)(F)F)=O.C(Cl)Cl. The product is [CH3:31][O:30][C:16]1[CH:17]=[C:18]([O:21][CH2:22][O:23][CH2:24][CH2:25][Si:26]([CH3:29])([CH3:28])[CH3:27])[CH:19]=[CH:20][C:15]=1[C:11]1[CH:10]=[C:9]2[C:14]([C:6]([CH:3]=[O:2])=[N:7][N:8]2[CH2:32][O:33][CH2:34][CH2:35][Si:36]([CH3:39])([CH3:38])[CH3:37])=[CH:13][CH:12]=1. The yield is 1.00. (8) The reactants are [C:1](N1CCC(O)[C@@H]1C(OCCCC)=O)(C)(C)C.[I:18][C:19]1[CH:24]=[CH:23][C:22]([OH:25])=[CH:21][CH:20]=1.[C:43]1(P([C:39]2[CH:44]=[CH:43][CH:42]=CC=2)[C:43]2[CH:42]=CC=[CH:39][CH:44]=2)[CH:42]=CC=[CH:39][CH:44]=1.[N+:45]([C:53]([O:55][CH:56]([CH3:58])[CH3:57])=[O:54])([C:53]([O:55][CH:56]([CH3:58])[CH3:57])=[O:54])=[N-:45]. The catalyst is O1CCCC1. The product is [C:56]([O:55][C:53]([N:45]1[CH2:42][CH2:43][C@@H:44]([O:25][C:22]2[CH:23]=[CH:24][C:19]([I:18])=[CH:20][CH:21]=2)[CH2:39]1)=[O:54])([CH3:58])([CH3:1])[CH3:57]. The yield is 0.830.